This data is from Forward reaction prediction with 1.9M reactions from USPTO patents (1976-2016). The task is: Predict the product of the given reaction. (1) Given the reactants [Cl:1][C:2]1[CH:21]=[C:20]([Cl:22])[CH:19]=[CH:18][C:3]=1[O:4][C:5]1[CH:10]=[CH:9][CH:8]=[CH:7][C:6]=1[NH:11][CH:12]1[CH2:17][CH2:16][NH:15][CH2:14][CH2:13]1.C(N(CC)CC)C.[C:30](Cl)(=[O:32])[CH3:31], predict the reaction product. The product is: [Cl:1][C:2]1[CH:21]=[C:20]([Cl:22])[CH:19]=[CH:18][C:3]=1[O:4][C:5]1[CH:10]=[CH:9][CH:8]=[CH:7][C:6]=1[NH:11][CH:12]1[CH2:17][CH2:16][N:15]([C:30](=[O:32])[CH3:31])[CH2:14][CH2:13]1. (2) Given the reactants [CH2:1]([O:3][C:4](=[O:12])[C:5]1[CH:10]=[CH:9][CH:8]=[N:7][C:6]=1[CH3:11])[CH3:2].C1(C)C=C(C)C=C(C)C=1S(ON)(=O)=O.CO[CH:29](OC)[N:30](C)C, predict the reaction product. The product is: [CH2:1]([O:3][C:4]([C:5]1[C:6]2[N:7]([N:30]=[CH:29][CH:11]=2)[CH:8]=[CH:9][CH:10]=1)=[O:12])[CH3:2]. (3) Given the reactants CON(C)[C:4]([CH:6]1[CH2:9][C:8]([O:12][CH3:13])([O:10][CH3:11])[CH2:7]1)=[O:5].[CH2:15]([Mg]Br)[CH2:16][CH:17]=[CH2:18], predict the reaction product. The product is: [CH3:13][O:12][C:8]1([O:10][CH3:11])[CH2:7][CH:6]([C:4](=[O:5])[CH2:18][CH2:17][CH:16]=[CH2:15])[CH2:9]1. (4) Given the reactants [Na].F[C:3]1[N:8]=[C:7]([C:9]2([C:13]#[N:14])[CH2:12][CH2:11][CH2:10]2)[CH:6]=[CH:5][CH:4]=1.[CH3:15][OH:16], predict the reaction product. The product is: [CH3:15][O:16][C:3]1[N:8]=[C:7]([C:9]2([C:13]#[N:14])[CH2:12][CH2:11][CH2:10]2)[CH:6]=[CH:5][CH:4]=1. (5) Given the reactants C([O:3][C:4](=[O:27])[CH2:5][N:6]1[C:14]2[C:9](=[C:10]([Br:15])[CH:11]=[CH:12][CH:13]=2)[C:8]2([C:19]3[CH:20]=[C:21]([F:25])[C:22]([F:24])=[CH:23][C:18]=3[O:17][CH2:16]2)[C:7]1=[O:26])C.C(OC(=O)CN1C2C(=CC=CC=2)C2(C3=CC4OCOC=4C=C3OC2)C1=O)C, predict the reaction product. The product is: [Br:15][C:10]1[CH:11]=[CH:12][CH:13]=[C:14]2[C:9]=1[C:8]1([C:19]3[CH:20]=[C:21]([F:25])[C:22]([F:24])=[CH:23][C:18]=3[O:17][CH2:16]1)[C:7](=[O:26])[N:6]2[CH2:5][C:4]([OH:27])=[O:3]. (6) Given the reactants [F:1][C:2]([F:21])([F:20])[O:3][C:4]1[CH:9]=[CH:8][C:7]([N:10]2[N:14]=[C:13]([C:15]([O:17]CC)=[O:16])[CH:12]=[N:11]2)=[CH:6][CH:5]=1.[Li+].[OH-].O.Cl, predict the reaction product. The product is: [F:21][C:2]([F:1])([F:20])[O:3][C:4]1[CH:5]=[CH:6][C:7]([N:10]2[N:14]=[C:13]([C:15]([OH:17])=[O:16])[CH:12]=[N:11]2)=[CH:8][CH:9]=1.